Dataset: Catalyst prediction with 721,799 reactions and 888 catalyst types from USPTO. Task: Predict which catalyst facilitates the given reaction. (1) Reactant: [F:8][C:7]([F:10])([F:9])[C:6](O[C:6](=[O:11])[C:7]([F:10])([F:9])[F:8])=[O:11].[CH2:14]1[C:23]2[C:18](=[CH:19][CH:20]=[CH:21][CH:22]=2)[CH2:17][CH2:16][NH:15]1. Product: [F:10][C:7]([F:8])([F:9])[C:6]([N:15]1[CH2:16][CH2:17][C:18]2[C:23](=[CH:22][CH:21]=[CH:20][CH:19]=2)[CH2:14]1)=[O:11]. The catalyst class is: 1. (2) The catalyst class is: 4. Product: [C:11]([O:10][C:9](=[O:15])[NH:8][CH2:7][CH:4]1[CH2:5][CH2:6][N:1]([C:23](=[O:25])[CH3:24])[CH2:2][CH2:3]1)([CH3:12])([CH3:14])[CH3:13]. Reactant: [NH:1]1[CH2:6][CH2:5][CH:4]([CH2:7][NH:8][C:9](=[O:15])[O:10][C:11]([CH3:14])([CH3:13])[CH3:12])[CH2:3][CH2:2]1.C(N(CC)CC)C.[C:23](OC(=O)C)(=[O:25])[CH3:24]. (3) The catalyst class is: 53. Reactant: [CH3:1][O:2][C:3]1[CH:11]=[CH:10][CH:9]=[C:8]2[C:4]=1[CH2:5][C:6](=[N:13]O)[C:7]2=[O:12].P(Cl)(Cl)(Cl)(Cl)[Cl:16]. Product: [Cl:16][C:6]1[NH:13][C:7](=[O:12])[C:8]2[C:4]([CH:5]=1)=[C:3]([O:2][CH3:1])[CH:11]=[CH:10][CH:9]=2. (4) The catalyst class is: 4. Product: [NH2:1][C:2]1[C:7]([C:8]([NH:10][C:11]2[CH:16]=[C:15]([OH:17])[CH:14]=[C:13]([OH:19])[CH:12]=2)=[O:9])=[C:6]([NH:21][C@H:22]([C:24]2[N:29]([C:30]3[CH:35]=[CH:34][CH:33]=[CH:32][CH:31]=3)[C:28](=[O:36])[C:27]3=[C:37]([CH3:40])[CH:38]=[CH:39][N:26]3[N:25]=2)[CH3:23])[N:5]=[CH:4][N:3]=1. Reactant: [NH2:1][C:2]1[C:7]([C:8]([NH:10][C:11]2[CH:16]=[C:15]([O:17]C)[CH:14]=[C:13]([O:19]C)[CH:12]=2)=[O:9])=[C:6]([NH:21][C@H:22]([C:24]2[N:29]([C:30]3[CH:35]=[CH:34][CH:33]=[CH:32][CH:31]=3)[C:28](=[O:36])[C:27]3=[C:37]([CH3:40])[CH:38]=[CH:39][N:26]3[N:25]=2)[CH3:23])[N:5]=[CH:4][N:3]=1.B(Br)(Br)Br. (5) Reactant: [NH:1]1[C:11]2[C:6](=[CH:7][CH:8]=[CH:9][CH:10]=2)[C:4](=O)[C:2]1=[O:3].[C:12]([C:16]1[CH:21]=[CH:20][CH:19]=[CH:18][CH:17]=1)(=O)[CH2:13][CH3:14].Cl.[OH2:23]. The catalyst class is: 15. Product: [CH3:14][C:13]1[C:12]([C:16]2[CH:21]=[CH:20][CH:19]=[CH:18][CH:17]=2)=[N:1][C:11]2[C:6]([C:4]=1[C:2]([OH:23])=[O:3])=[CH:7][CH:8]=[CH:9][CH:10]=2.